The task is: Regression/Classification. Given a drug SMILES string, predict its absorption, distribution, metabolism, or excretion properties. Task type varies by dataset: regression for continuous measurements (e.g., permeability, clearance, half-life) or binary classification for categorical outcomes (e.g., BBB penetration, CYP inhibition). Dataset: cyp2d6_veith.. This data is from CYP2D6 inhibition data for predicting drug metabolism from PubChem BioAssay. (1) The compound is COc1ccc(COC(=O)N/N=C2/C[C@@H](O)[C@@H](O)[C@@H]3[C@@H]4C(=O)N([C@@H](C)c5ccccc5)C(=O)[C@H]4CC[C@@H]23)cc1. The result is 0 (non-inhibitor). (2) The drug is CN(C)c1ccc(-c2nc(NCc3cccnc3)c3ccccc3n2)cc1. The result is 1 (inhibitor). (3) The drug is CC(C)OCCCNC(=O)C1CC(=O)N(C2CCCCCCC2)C1. The result is 0 (non-inhibitor). (4) The compound is O=C(O)c1cccnc1. The result is 0 (non-inhibitor). (5) The molecule is O=C(C(Cc1ccccc1)N1C(=O)C2C3CCC(C3)C2C1=O)N1CCCCC1. The result is 0 (non-inhibitor). (6) The drug is CCOC(=O)C1=C(C)NC(=O)NC1c1ccoc1. The result is 0 (non-inhibitor). (7) The drug is CCc1cccc(N(C)C(N)=Nc2cccc3ccccc23)c1. The result is 1 (inhibitor). (8) The compound is CCOC(=O)C(Sc1ncnc2c1sc1nc(N3CCOCC3)c3c(c12)CCCC3)c1ccccc1. The result is 0 (non-inhibitor). (9) The molecule is Cc1noc(C)c1-c1cc(Nc2ccc(F)cc2)ncn1. The result is 0 (non-inhibitor). (10) The compound is O=C(Nc1ccc(Br)cc1)C1CCC(=O)N1Cc1ccccc1Cl. The result is 0 (non-inhibitor).